From a dataset of Catalyst prediction with 721,799 reactions and 888 catalyst types from USPTO. Predict which catalyst facilitates the given reaction. (1) Reactant: [C:1]1([CH:7]([C:24]2[CH:29]=[CH:28][CH:27]=[CH:26][CH:25]=2)[CH2:8][NH:9][C:10]2[N:18]=[C:17]([C:19]([O:21]CC)=[O:20])[N:16]=[C:15]3[C:11]=2[N:12]=[CH:13][NH:14]3)[CH:6]=[CH:5][CH:4]=[CH:3][CH:2]=1.CN1CCO[CH2:33][CH2:32]1.FC(F)(F)S(O[Si](C)(C)C)(=O)=O.C(O[C@@H:53]1[O:65][C@H:64]([CH2:66][O:67][C:68](=[O:70])[CH3:69])[C@@H:59]([O:60][C:61](=[O:63])[CH3:62])[C@H:54]1[O:55][C:56](=[O:58])[CH3:57])(=O)C.C(=O)(O)[O-].[Na+]. Product: [CH2:32]([C:17]1[N:16]=[C:15]2[C:11]([N:12]=[CH:13][N:14]2[C@H:53]2[C@H:54]([O:55][C:56](=[O:58])[CH3:57])[C@H:59]([O:60][C:61](=[O:63])[CH3:62])[C@@H:64]([CH2:66][O:67][C:68](=[O:70])[CH3:69])[O:65]2)=[C:10]([NH:9][CH2:8][CH:7]([C:24]2[CH:25]=[CH:26][CH:27]=[CH:28][CH:29]=2)[C:1]2[CH:6]=[CH:5][CH:4]=[CH:3][CH:2]=2)[N:18]=1)[CH3:33].[N:18]1[CH:10]=[C:11]2[C:15]([NH:14][CH:13]=[N:12]2)=[N:16][C:17]=1[C:19]([O-:21])=[O:20]. The catalyst class is: 843. (2) Reactant: [CH3:1][C:2](C1[CH2:3][CH:2]([C:4]2C3C(=C(C(N)=O)C=C(C4SC=CC=4)C=3)NC=2)[CH2:1]CN1C([O-])=O)([CH3:4])[CH3:3].CC([CH:35]1[CH2:40][CH:39]([C:41]2[C:49]3[C:44](=[C:45]([C:51]([NH2:53])=[O:52])[CH:46]=[C:47](Br)[CH:48]=3)[NH:43][CH:42]=2)[CH2:38][CH2:37][N:36]1[C:54]([O-:56])=[O:55])(C)C.[F:57][C:58]1[CH:63]=[CH:62][C:61](B(O)O)=[CH:60][CH:59]=1.C(=O)([O-])[O-].[K+].[K+]. Product: [NH2:53][C:51]([C:45]1[CH:46]=[C:47]([C:61]2[CH:62]=[CH:63][C:58]([F:57])=[CH:59][CH:60]=2)[CH:48]=[C:49]2[C:44]=1[NH:43][CH:42]=[C:41]2[CH:39]1[CH2:40][CH2:35][N:36]([C:54]([O:56][C:2]([CH3:4])([CH3:3])[CH3:1])=[O:55])[CH2:37][CH2:38]1)=[O:52]. The catalyst class is: 70. (3) Reactant: [CH3:1][N:2]1[C:6]([NH:7][C:8]([C:21]2[CH:26]=[CH:25][CH:24]=[CH:23][CH:22]=2)([C:15]2[CH:20]=[CH:19][CH:18]=[CH:17][CH:16]=2)[C:9]2[CH:14]=[CH:13][CH:12]=[CH:11][CH:10]=2)=[C:5]([NH:27][C:28](=[O:33])[CH2:29][C:30](O)=[O:31])[CH:4]=[N:3]1.[NH2:34][CH2:35][CH2:36][NH:37][C:38](=[O:44])[O:39][C:40]([CH3:43])([CH3:42])[CH3:41].CCN=C=NCCCN(C)C.Cl.O. Product: [CH3:1][N:2]1[C:6]([NH:7][C:8]([C:9]2[CH:14]=[CH:13][CH:12]=[CH:11][CH:10]=2)([C:15]2[CH:16]=[CH:17][CH:18]=[CH:19][CH:20]=2)[C:21]2[CH:22]=[CH:23][CH:24]=[CH:25][CH:26]=2)=[C:5]([NH:27][C:28](=[O:33])[CH2:29][C:30]([NH:34][CH2:35][CH2:36][NH:37][C:38](=[O:44])[O:39][C:40]([CH3:42])([CH3:41])[CH3:43])=[O:31])[CH:4]=[N:3]1. The catalyst class is: 217. (4) The catalyst class is: 8. Product: [Cl:32][C:29]1[CH:28]=[CH:27][C:26]([C:22]2([CH2:33][C:34]#[N:35])[C:21]3[N:18]=[C:16]([NH:15][C:5]4[CH:6]=[CH:7][C:8]([N:9]5[CH:13]=[C:12]([CH3:14])[N:11]=[CH:10]5)=[C:3]([CH:4]=4)[C:1]#[N:2])[S:17][C:20]=3[CH2:25][CH2:24][CH2:23]2)=[CH:31][CH:30]=1. Reactant: [C:1]([C:3]1[CH:4]=[C:5]([NH:15][C:16]([NH2:18])=[S:17])[CH:6]=[CH:7][C:8]=1[N:9]1[CH:13]=[C:12]([CH3:14])[N:11]=[CH:10]1)#[N:2].Br[CH:20]1[CH2:25][CH2:24][CH2:23][C:22]([CH2:33][C:34]#[N:35])([C:26]2[CH:31]=[CH:30][C:29]([Cl:32])=[CH:28][CH:27]=2)[C:21]1=O.